Regression/Classification. Given a drug SMILES string, predict its absorption, distribution, metabolism, or excretion properties. Task type varies by dataset: regression for continuous measurements (e.g., permeability, clearance, half-life) or binary classification for categorical outcomes (e.g., BBB penetration, CYP inhibition). Dataset: cyp1a2_veith. From a dataset of CYP1A2 inhibition data for predicting drug metabolism from PubChem BioAssay. (1) The compound is Nc1nc(C(F)(F)F)cc(=O)n1/N=C/c1cccc(Oc2ncccn2)c1. The result is 0 (non-inhibitor). (2) The molecule is CC1CCCN(CCCNC(=O)C2CC(=O)N(c3ccc(F)c(Cl)c3)C2)C1. The result is 0 (non-inhibitor). (3) The drug is O=C(O)[C@H]1C2c3ccccc3C(c3ccccc32)[C@@H]1C(=O)NCC1CC1. The result is 0 (non-inhibitor). (4) The drug is COC(=O)[C@H]1[C@@H](c2ccccc2)[C@@]2(c3ccccc3)Oc3ccccc3[C@@]1(O)[C@@H]2O. The result is 0 (non-inhibitor). (5) The compound is CCC(C)(NC(=O)c1ccccn1)C(=O)NC1CCCCC1. The result is 0 (non-inhibitor). (6) The drug is O=C(c1csnn1)N1CCC2(CC1)CCN(C(c1ccccc1)c1ccccc1)CC2. The result is 0 (non-inhibitor). (7) The compound is CCNc1ncc2nc(-c3cccs3)c(=O)n(CCC#N)c2n1. The result is 1 (inhibitor).